From a dataset of Full USPTO retrosynthesis dataset with 1.9M reactions from patents (1976-2016). Predict the reactants needed to synthesize the given product. (1) Given the product [OH:19][CH2:18][C:17]([CH3:26])([C:20]1[CH:21]=[CH:22][CH:23]=[CH:24][CH:25]=1)[CH2:16][CH2:15][CH2:14][CH2:13][NH:12][C:2]([NH:1][CH2:4][CH2:5][C:6]1[CH:11]=[CH:10][CH:9]=[CH:8][CH:7]=1)=[O:3], predict the reactants needed to synthesize it. The reactants are: [N:1]([CH2:4][CH2:5][C:6]1[CH:11]=[CH:10][CH:9]=[CH:8][CH:7]=1)=[C:2]=[O:3].[NH2:12][CH2:13][CH2:14][CH2:15][CH2:16][C:17]([CH3:26])([C:20]1[CH:25]=[CH:24][CH:23]=[CH:22][CH:21]=1)[CH2:18][OH:19]. (2) Given the product [NH:1]1[C:9]2[C:4](=[C:5]([C:20]3[N:21]=[C:22]([N:44]4[CH2:49][CH2:48][O:47][CH2:46][CH2:45]4)[C:23]4[O:28][C:27]5[N:29]=[CH:30][C:31]([CH2:33][N:34]6[CH2:35][CH2:36][N:37]([CH2:40][CH2:41][C:42]#[N:43])[CH2:38][CH2:39]6)=[CH:32][C:26]=5[C:24]=4[N:25]=3)[CH:6]=[CH:7][CH:8]=2)[CH:3]=[CH:2]1, predict the reactants needed to synthesize it. The reactants are: [NH:1]1[C:9]2[CH:8]=[CH:7][CH:6]=[C:5](B(O)O)[C:4]=2[CH:3]=[CH:2]1.C(=O)([O-])[O-].[Na+].[Na+].Cl[C:20]1[N:21]=[C:22]([N:44]2[CH2:49][CH2:48][O:47][CH2:46][CH2:45]2)[C:23]2[O:28][C:27]3[N:29]=[CH:30][C:31]([CH2:33][N:34]4[CH2:39][CH2:38][N:37]([CH2:40][CH2:41][C:42]#[N:43])[CH2:36][CH2:35]4)=[CH:32][C:26]=3[C:24]=2[N:25]=1. (3) Given the product [N:28]([C@H:2]1[C:11]2[C:6](=[CH:7][C:8]([C:12]#[N:13])=[CH:9][CH:10]=2)[O:5][CH2:4][CH2:3]1)=[N+:29]=[N-:30], predict the reactants needed to synthesize it. The reactants are: O[C@@H:2]1[C:11]2[C:6](=[CH:7][C:8]([C:12]#[N:13])=[CH:9][CH:10]=2)[O:5][CH2:4][CH2:3]1.C1C=CC(P([N:28]=[N+:29]=[N-:30])(C2C=CC=CC=2)=O)=CC=1.C1CCN2C(=NCCC2)CC1.O.